This data is from Forward reaction prediction with 1.9M reactions from USPTO patents (1976-2016). The task is: Predict the product of the given reaction. (1) Given the reactants [NH2:1][C:2]1[C:7]2=[C:8]([C:14]3[CH:19]=[CH:18][C:17]([NH:20][C:21]([NH:23][C:24]4[CH:29]=[C:28]([C:30]([F:33])([F:32])[F:31])[CH:27]=[CH:26][C:25]=4[F:34])=[O:22])=[CH:16][CH:15]=3)[C:9]([CH2:11][O:12][CH3:13])=[CH:10][N:6]2[N:5]=[CH:4][N:3]=1.[Br:35]N1C(=O)CCC1=O, predict the reaction product. The product is: [NH2:1][C:2]1[C:7]2=[C:8]([C:14]3[CH:19]=[CH:18][C:17]([NH:20][C:21]([NH:23][C:24]4[CH:29]=[C:28]([C:30]([F:31])([F:32])[F:33])[CH:27]=[CH:26][C:25]=4[F:34])=[O:22])=[CH:16][CH:15]=3)[C:9]([CH2:11][O:12][CH3:13])=[C:10]([Br:35])[N:6]2[N:5]=[CH:4][N:3]=1. (2) Given the reactants Br[C:2]1[C:3]([C:26]([F:29])([F:28])[F:27])=[CH:4][C:5]2[O:24][CH2:23][C:8]3=[N:9][N:10]([CH2:15][O:16][CH2:17][CH2:18][Si:19]([CH3:22])([CH3:21])[CH3:20])[C:11](=[O:14])[CH:12]([CH3:13])[N:7]3[C:6]=2[CH:25]=1.[C:30]([O:34][C:35]([N:37]1[CH2:42][CH:41]=[C:40](B2OC(C)(C)C(C)(C)O2)[CH2:39][CH2:38]1)=[O:36])([CH3:33])([CH3:32])[CH3:31].C([O-])([O-])=O.[K+].[K+], predict the reaction product. The product is: [CH3:13][CH:12]1[C:11](=[O:14])[N:10]([CH2:15][O:16][CH2:17][CH2:18][Si:19]([CH3:22])([CH3:21])[CH3:20])[N:9]=[C:8]2[CH2:23][O:24][C:5]3[CH:4]=[C:3]([C:26]([F:29])([F:28])[F:27])[C:2]([C:40]4[CH2:41][CH2:42][N:37]([C:35]([O:34][C:30]([CH3:33])([CH3:32])[CH3:31])=[O:36])[CH2:38][CH:39]=4)=[CH:25][C:6]=3[N:7]12.